Dataset: Forward reaction prediction with 1.9M reactions from USPTO patents (1976-2016). Task: Predict the product of the given reaction. (1) Given the reactants [Br:1][C:2]1[CH:7]=[CH:6][C:5]([CH2:8][C:9]([OH:11])=[O:10])=[CH:4][CH:3]=1.[C:12]([O-])([O-])=O.[K+].[K+].CI, predict the reaction product. The product is: [CH3:12][O:10][C:9](=[O:11])[CH2:8][C:5]1[CH:4]=[CH:3][C:2]([Br:1])=[CH:7][CH:6]=1. (2) The product is: [F:18][C:19]1[CH:24]=[C:23]([N+:25]([O-:27])=[O:26])[CH:22]=[CH:21][C:20]=1[O:28][C:2]1[N:7]=[CH:6][N:5]=[C:4]([NH:8][CH2:9][C:10]2[CH:15]=[CH:14][C:13]([O:16][CH3:17])=[CH:12][CH:11]=2)[CH:3]=1. Given the reactants Cl[C:2]1[N:7]=[CH:6][N:5]=[C:4]([NH:8][CH2:9][C:10]2[CH:15]=[CH:14][C:13]([O:16][CH3:17])=[CH:12][CH:11]=2)[CH:3]=1.[F:18][C:19]1[CH:24]=[C:23]([N+:25]([O-:27])=[O:26])[CH:22]=[CH:21][C:20]=1[OH:28].C(N(CC)C(C)C)(C)C, predict the reaction product. (3) Given the reactants [NH2:1][CH:2]([CH2:5][OH:6])[CH2:3][OH:4].CCN(C(C)C)C(C)C.[CH3:16][O:17][C:18]1[CH:19]=[C:20]([CH:24]=[CH:25][C:26]=1[N+:27]([O-:29])=[O:28])[C:21](Cl)=[O:22], predict the reaction product. The product is: [OH:4][CH2:3][CH:2]([NH:1][C:21](=[O:22])[C:20]1[CH:24]=[CH:25][C:26]([N+:27]([O-:29])=[O:28])=[C:18]([O:17][CH3:16])[CH:19]=1)[CH2:5][OH:6]. (4) The product is: [NH2:26][C:23]1[CH:22]=[CH:21][C:20]([C:19]([NH:18][C:13]2[CH:14]=[CH:15][CH:16]=[CH:17][C:12]=2/[CH:11]=[CH:10]/[C:3]2[C:4]3[C:9](=[CH:8][CH:7]=[CH:6][CH:5]=3)[NH:1][N:2]=2)=[O:29])=[CH:25][CH:24]=1. Given the reactants [NH:1]1[C:9]2[C:4](=[CH:5][CH:6]=[CH:7][CH:8]=2)[C:3](/[CH:10]=[CH:11]/[C:12]2[CH:17]=[CH:16][CH:15]=[CH:14][C:13]=2[NH:18][C:19](=[O:29])[C:20]2[CH:25]=[CH:24][C:23]([N+:26]([O-])=O)=[CH:22][CH:21]=2)=[N:2]1.[Cl-].[NH4+].C(O)C, predict the reaction product. (5) Given the reactants [Cl:1][C:2]1[N:3]=[CH:4][C:5]2[S:10][CH:9]=[C:8]([C:11](Cl)=[O:12])[C:6]=2[N:7]=1.[CH2:14]([C:16]1[CH:17]=[C:18]([NH2:26])[CH:19]=[C:20]2[C:25]=1[N:24]=[CH:23][CH:22]=[CH:21]2)[CH3:15].N1C=CC=CC=1, predict the reaction product. The product is: [Cl:1][C:2]1[N:3]=[CH:4][C:5]2[S:10][CH:9]=[C:8]([C:11]([NH:26][C:18]3[CH:19]=[C:20]4[C:25](=[C:16]([CH2:14][CH3:15])[CH:17]=3)[N:24]=[CH:23][CH:22]=[CH:21]4)=[O:12])[C:6]=2[N:7]=1. (6) Given the reactants [N:1]1([CH2:7][C:8]([OH:10])=O)[CH2:6][CH2:5][O:4][CH2:3][CH2:2]1.C(N(CC)C(C)C)(C)C.[Br:20][C:21]1[CH:22]=[C:23]([C:30]([NH:32][NH2:33])=[O:31])[C:24]2[CH:25]=[N:26][NH:27][C:28]=2[CH:29]=1, predict the reaction product. The product is: [Br:20][C:21]1[CH:22]=[C:23]([C:30]([NH:32][NH:33][C:8](=[O:10])[CH2:7][N:1]2[CH2:2][CH2:3][O:4][CH2:5][CH2:6]2)=[O:31])[C:24]2[CH:25]=[N:26][NH:27][C:28]=2[CH:29]=1. (7) Given the reactants [CH3:1][O:2][C:3]([C:5]1[S:9][C:8]2[CH:10]=[C:11]([NH2:14])[CH:12]=[CH:13][C:7]=2[CH:6]=1)=[O:4].C([O-])([O-])=O.[Na+].[Na+].[Cl:21][CH2:22][C:23](Cl)=[O:24], predict the reaction product. The product is: [CH3:1][O:2][C:3]([C:5]1[S:9][C:8]2[CH:10]=[C:11]([NH:14][C:23](=[O:24])[CH2:22][Cl:21])[CH:12]=[CH:13][C:7]=2[CH:6]=1)=[O:4].